This data is from Peptide-MHC class I binding affinity with 185,985 pairs from IEDB/IMGT. The task is: Regression. Given a peptide amino acid sequence and an MHC pseudo amino acid sequence, predict their binding affinity value. This is MHC class I binding data. (1) The MHC is HLA-B07:02 with pseudo-sequence HLA-B07:02. The binding affinity (normalized) is 0. The peptide sequence is TPTIEDDKI. (2) The peptide sequence is YMKAPSGAL. The MHC is HLA-B35:01 with pseudo-sequence HLA-B35:01. The binding affinity (normalized) is 0.256.